This data is from Reaction yield outcomes from USPTO patents with 853,638 reactions. The task is: Predict the reaction yield, written as a fraction of the theoretical maximum amount of product (1.0 means a 100% yield; for example, 0.34 means a 34% yield). The reactants are O[C@H](C(C)C)[C@@H](N([C:12]1[CH:17]=[CH:16][C:15]([C:18]2[CH:23]=[CH:22][CH:21]=[CH:20][CH:19]=2)=[CH:14][CH:13]=1)C(OC)=O)C(O)=O.O[C@@H:28]([CH:50]([CH3:52])[CH3:51])[C@@H:29]([N:33]([C:38]1C=CC(C2C=CC=CC=2)=CC=1)[C:34]([O:36]C)=[O:35])[C:30]([OH:32])=[O:31].CCN(CC)CC.CN(C(ON1N=NC2C=CC=CC1=2)=[N+](C)C)C.[B-](F)(F)(F)F. The catalyst is C(Cl)Cl. The product is [C:18]1([C:15]2[CH:14]=[CH:13][C:12]([O:36][C:34](=[O:35])[N:33]([CH3:38])[C@H:29]3[C:30](=[O:32])[O:31][C@@H:28]3[CH:50]([CH3:52])[CH3:51])=[CH:17][CH:16]=2)[CH:19]=[CH:20][CH:21]=[CH:22][CH:23]=1. The yield is 0.170.